This data is from Catalyst prediction with 721,799 reactions and 888 catalyst types from USPTO. The task is: Predict which catalyst facilitates the given reaction. (1) Reactant: C([O:3][C:4](=[O:39])[C:5]([O:8][C:9]1[CH:14]=[CH:13][C:12]([O:15][CH2:16][CH2:17][CH:18]([O:20][C:21]2[C:30]([C:31](=[O:38])[C:32]3[CH:37]=[CH:36][CH:35]=[CH:34][CH:33]=3)=[CH:29][C:28]3[C:23](=[CH:24][CH:25]=[CH:26][CH:27]=3)[CH:22]=2)[CH3:19])=[CH:11][CH:10]=1)([CH3:7])[CH3:6])C.[OH-].[Na+]. Product: [C:31]([C:30]1[C:21]([O:20][CH:18]([CH3:19])[CH2:17][CH2:16][O:15][C:12]2[CH:11]=[CH:10][C:9]([O:8][C:5]([CH3:6])([CH3:7])[C:4]([OH:39])=[O:3])=[CH:14][CH:13]=2)=[CH:22][C:23]2[C:28]([CH:29]=1)=[CH:27][CH:26]=[CH:25][CH:24]=2)(=[O:38])[C:32]1[CH:37]=[CH:36][CH:35]=[CH:34][CH:33]=1. The catalyst class is: 8. (2) Reactant: [OH-].[Na+].C1COCC1.[Cl:8][C:9]1[CH:14]=[C:13]([NH:15][CH2:16][C:17]2[CH:22]=[CH:21][C:20]([C:23]([F:26])([F:25])[F:24])=[CH:19][C:18]=2[C:27]2[CH:32]=[CH:31][C:30]([C:33]([O:35]C)=[O:34])=[CH:29][C:28]=2[CH3:37])[CH:12]=[CH:11][C:10]=1[C:38]1[CH:43]=[CH:42][C:41]([Cl:44])=[CH:40][C:39]=1[CH3:45]. Product: [Cl:8][C:9]1[CH:14]=[C:13]([NH:15][CH2:16][C:17]2[CH:22]=[CH:21][C:20]([C:23]([F:26])([F:25])[F:24])=[CH:19][C:18]=2[C:27]2[CH:32]=[CH:31][C:30]([C:33]([OH:35])=[O:34])=[CH:29][C:28]=2[CH3:37])[CH:12]=[CH:11][C:10]=1[C:38]1[CH:43]=[CH:42][C:41]([Cl:44])=[CH:40][C:39]=1[CH3:45]. The catalyst class is: 5. (3) Reactant: [CH:1]1([CH2:6][C@H:7]([CH2:26][C:27](=[O:37])[NH:28][O:29]CC2C=CC=CC=2)[C:8]([N:10]2[C@H:14]([C:15]([NH:17][C:18]3[CH:23]=[CH:22][CH:21]=[C:20]([CH2:24][CH3:25])[N:19]=3)=[O:16])[CH2:13][CH:12]=[N:11]2)=[O:9])[CH2:5][CH2:4][CH2:3][CH2:2]1. Product: [CH:1]1([CH2:6][C@H:7]([CH2:26][C:27]([NH:28][OH:29])=[O:37])[C:8]([N:10]2[C@H:14]([C:15]([NH:17][C:18]3[CH:23]=[CH:22][CH:21]=[C:20]([CH2:24][CH3:25])[N:19]=3)=[O:16])[CH2:13][CH:12]=[N:11]2)=[O:9])[CH2:2][CH2:3][CH2:4][CH2:5]1. The catalyst class is: 105. (4) Reactant: [CH:1]1[C:13]2[CH:12]([CH2:14][O:15][C:16]([NH:18][C@@H:19]([C@@H:23]([CH3:26])[CH2:24][CH3:25])[C:20](O)=[O:21])=[O:17])[C:11]3[C:6](=[CH:7][CH:8]=[CH:9][CH:10]=3)[C:5]=2[CH:4]=[CH:3][CH:2]=1.N1C=CC=CC=1.CCN(S(F)(F)[F:39])CC. Product: [F:39][C:20](=[O:21])[C@@H:19]([NH:18][C:16](=[O:17])[O:15][CH2:14][CH:12]1[C:11]2[CH:10]=[CH:9][CH:8]=[CH:7][C:6]=2[C:5]2[C:13]1=[CH:1][CH:2]=[CH:3][CH:4]=2)[C@@H:23]([CH3:26])[CH2:24][CH3:25]. The catalyst class is: 2.